Dataset: Reaction yield outcomes from USPTO patents with 853,638 reactions. Task: Predict the reaction yield, written as a fraction of the theoretical maximum amount of product (1.0 means a 100% yield; for example, 0.34 means a 34% yield). (1) The reactants are [NH:1]1[C:9]2[C:4](=[CH:5][CH:6]=[CH:7][CH:8]=2)[C:3](/[CH:10]=[CH:11]/[C:12]2[CH:20]=[CH:19][C:15]([C:16]([OH:18])=O)=[CH:14][CH:13]=2)=[N:2]1.C(OC(=O)[NH:27][C@H:28]1[CH2:32][CH2:31][NH:30][CH2:29]1)(C)(C)C.O.ON1C2C=CC=CC=2N=N1.Cl.C(N=C=NCCCN(C)C)C.CN1CCOCC1.Cl.CO. The catalyst is CO. The product is [NH:1]1[C:9]2[C:4](=[CH:5][CH:6]=[CH:7][CH:8]=2)[C:3](/[CH:10]=[CH:11]/[C:12]2[CH:13]=[CH:14][C:15]([C:16]([N:30]3[CH2:31][CH2:32][C@H:28]([NH2:27])[CH2:29]3)=[O:18])=[CH:19][CH:20]=2)=[N:2]1. The yield is 0.220. (2) The reactants are C([O:5][C:6](=[O:42])[CH2:7][O:8][CH2:9][CH2:10][O:11][CH2:12][CH2:13][O:14][CH2:15][CH2:16][O:17][CH2:18][CH2:19][O:20][CH2:21][CH2:22][O:23][CH2:24][CH2:25][O:26][CH2:27][CH2:28][CH2:29][CH2:30][CH2:31][CH2:32][CH2:33][CH2:34][CH2:35][CH2:36][CH2:37][S:38]C(=O)C)(C)(C)C.Cl. No catalyst specified. The product is [SH:38][CH2:37][CH2:36][CH2:35][CH2:34][CH2:33][CH2:32][CH2:31][CH2:30][CH2:29][CH2:28][CH2:27][O:26][CH2:25][CH2:24][O:23][CH2:22][CH2:21][O:20][CH2:19][CH2:18][O:17][CH2:16][CH2:15][O:14][CH2:13][CH2:12][O:11][CH2:10][CH2:9][O:8][CH2:7][C:6]([OH:42])=[O:5]. The yield is 0.950. (3) The reactants are [C:1]1([NH:7][CH2:8][CH2:9][NH2:10])[CH:6]=[CH:5][CH:4]=[CH:3][CH:2]=1.[CH3:11][O:12][C:13]1[CH:14]=[C:15]2[C:20](=[CH:21][C:22]=1[O:23][CH3:24])[N:19]=[CH:18][CH:17]=[C:16]2[O:25][C:26]1[CH:31]=[CH:30][C:29]([NH:32][C:33](=O)[O:34]C2C=CC=CC=2)=[CH:28][C:27]=1[F:42].O.C(=O)(O)[O-].[Na+]. The catalyst is C1COCC1.CCOC(C)=O. The product is [CH3:11][O:12][C:13]1[CH:14]=[C:15]2[C:20](=[CH:21][C:22]=1[O:23][CH3:24])[N:19]=[CH:18][CH:17]=[C:16]2[O:25][C:26]1[CH:31]=[CH:30][C:29]([NH:32][C:33]([NH:10][CH2:9][CH2:8][NH:7][C:1]2[CH:6]=[CH:5][CH:4]=[CH:3][CH:2]=2)=[O:34])=[CH:28][C:27]=1[F:42]. The yield is 0.490. (4) The reactants are [CH3:1][O:2][C:3](=[O:10])[C@H:4]1[CH2:8][CH2:7][C:6](=[O:9])[NH:5]1.[C:11](O[C:11]([O:13][C:14]([CH3:17])([CH3:16])[CH3:15])=[O:12])([O:13][C:14]([CH3:17])([CH3:16])[CH3:15])=[O:12]. The catalyst is CCN(CC)CC.CC#N.CN(C1C=CN=CC=1)C.CCOC(C)=O. The product is [CH3:1][O:2][C:3](=[O:10])[C@H:4]1[CH2:8][CH2:7][C:6](=[O:9])[N:5]1[C:11]([O:13][C:14]([CH3:17])([CH3:16])[CH3:15])=[O:12]. The yield is 0.670. (5) The reactants are Cl.[NH2:2][OH:3].[CH2:4]1[CH2:14][C:12](=O)[C:11]2[C:6](=[CH:7][CH:8]=[CH:9][CH:10]=2)[CH2:5]1. The catalyst is CO. The product is [C:12]1(=[N:2][OH:3])[C:11]2[C:6](=[CH:7][CH:8]=[CH:9][CH:10]=2)[CH2:5][CH2:4][CH2:14]1. The yield is 0.630. (6) The reactants are [CH3:1][C:2]1[N:7]2[C:8]([C:12]3[CH:17]=[CH:16][CH:15]=[CH:14][CH:13]=3)=[C:9](O)[N:10]=[C:6]2[CH:5]=[CH:4][CH:3]=1.P(Br)(Br)([Br:20])=O.C(=O)(O)[O-].[Na+]. The catalyst is ClCCCl. The product is [Br:20][C:9]1[N:10]=[C:6]2[CH:5]=[CH:4][CH:3]=[C:2]([CH3:1])[N:7]2[C:8]=1[C:12]1[CH:17]=[CH:16][CH:15]=[CH:14][CH:13]=1. The yield is 0.440.